This data is from Catalyst prediction with 721,799 reactions and 888 catalyst types from USPTO. The task is: Predict which catalyst facilitates the given reaction. Product: [Cl:1][C:2]1[CH:3]=[CH:4][C:5]([C:8]2[S:16][C:15]3[C:14](=[O:17])[N:13]([C:18]4[CH:28]=[CH:27][C:21]([O:22][CH2:23][C:24](=[O:26])[N:31]5[CH2:36][CH2:35][CH2:34][CH2:33][CH2:32]5)=[C:20]([O:29][CH3:30])[CH:19]=4)[CH:12]=[N:11][C:10]=3[CH:9]=2)=[CH:6][CH:7]=1. Reactant: [Cl:1][C:2]1[CH:7]=[CH:6][C:5]([C:8]2[S:16][C:15]3[C:14](=[O:17])[N:13]([C:18]4[CH:28]=[CH:27][C:21]([O:22][CH2:23][C:24]([OH:26])=O)=[C:20]([O:29][CH3:30])[CH:19]=4)[CH:12]=[N:11][C:10]=3[CH:9]=2)=[CH:4][CH:3]=1.[NH:31]1[CH2:36][CH2:35][CH2:34][CH2:33][CH2:32]1.CCN=C=NCCCN(C)C.Cl.O.OC1C2N=NNC=2C=CC=1.CN1CCOCC1. The catalyst class is: 85.